Dataset: Full USPTO retrosynthesis dataset with 1.9M reactions from patents (1976-2016). Task: Predict the reactants needed to synthesize the given product. Given the product [Si:1]([O:8][CH2:9][C@@H:10]1[C:15]([CH3:16])=[C:14]([CH3:17])[C@H:13]([OH:18])[CH2:12][N:11]1[C:19]([O:21][C:22]([CH3:25])([CH3:24])[CH3:23])=[O:20])([C:4]([CH3:5])([CH3:6])[CH3:7])([CH3:3])[CH3:2], predict the reactants needed to synthesize it. The reactants are: [Si:1]([O:8][CH2:9][C@@H:10]1[C:15]([CH3:16])=[C:14]([CH3:17])[C:13](=[O:18])[CH2:12][N:11]1[C:19]([O:21][C:22]([CH3:25])([CH3:24])[CH3:23])=[O:20])([C:4]([CH3:7])([CH3:6])[CH3:5])([CH3:3])[CH3:2].[Si](OC[C@@H]1C=C(C)[C@H](O)CN1C(OC(C)(C)C)=O)(C(C)(C)C)(C)C.